From a dataset of Full USPTO retrosynthesis dataset with 1.9M reactions from patents (1976-2016). Predict the reactants needed to synthesize the given product. Given the product [CH2:19]([C:16]1[C:12]([CH2:13][CH3:14])=[N:6][C:7]2[N:8]([N:9]=[CH:10][N:11]=2)[C:17]=1[NH2:18])[CH:20]=[CH2:21], predict the reactants needed to synthesize it. The reactants are: ClS(O)(=O)=O.[NH2:6][C:7]1[N:11]=[CH:10][NH:9][N:8]=1.[C:12]([CH:16]([CH2:19][CH:20]=[CH2:21])[C:17]#[N:18])(=O)[CH2:13][CH3:14].